Dataset: Catalyst prediction with 721,799 reactions and 888 catalyst types from USPTO. Task: Predict which catalyst facilitates the given reaction. Reactant: [F:1][C:2]([F:20])([F:19])[C:3]1[CH:8]=[CH:7][C:6]([NH:9][C:10]2[S:11][C:12]([C:15](=[N:17]O)[CH3:16])=[CH:13][N:14]=2)=[CH:5][CH:4]=1.CO. Product: [NH2:17][CH:15]([C:12]1[S:11][C:10]([NH:9][C:6]2[CH:5]=[CH:4][C:3]([C:2]([F:19])([F:20])[F:1])=[CH:8][CH:7]=2)=[N:14][CH:13]=1)[CH3:16]. The catalyst class is: 763.